Dataset: Peptide-MHC class I binding affinity with 185,985 pairs from IEDB/IMGT. Task: Regression. Given a peptide amino acid sequence and an MHC pseudo amino acid sequence, predict their binding affinity value. This is MHC class I binding data. The binding affinity (normalized) is 0.765. The MHC is H-2-Kk with pseudo-sequence H-2-Kk. The peptide sequence is LERWHSLI.